This data is from TCR-epitope binding with 47,182 pairs between 192 epitopes and 23,139 TCRs. The task is: Binary Classification. Given a T-cell receptor sequence (or CDR3 region) and an epitope sequence, predict whether binding occurs between them. (1) The epitope is HPVGEADYFEY. The TCR CDR3 sequence is CASSYPGNEQFF. Result: 0 (the TCR does not bind to the epitope). (2) The epitope is SEVGPEHSLAEY. The TCR CDR3 sequence is CASRPTTGTGYEQYF. Result: 1 (the TCR binds to the epitope). (3) The epitope is FLLNKEMYL. The TCR CDR3 sequence is CSVEVSGSMGYNEQFF. Result: 1 (the TCR binds to the epitope).